Dataset: Full USPTO retrosynthesis dataset with 1.9M reactions from patents (1976-2016). Task: Predict the reactants needed to synthesize the given product. (1) Given the product [CH3:23][C:17]1[CH:18]=[C:19]([CH3:22])[CH:20]=[CH:21][C:16]=1[N:13]1[CH2:14][CH2:15][N:10]([C:8]([C:5]2[CH:6]=[CH:7][C:2]([N:28]3[CH2:29][CH2:30][O:26][C:27]3=[O:31])=[CH:3][C:4]=2[O:24][CH3:25])=[O:9])[CH2:11][CH2:12]1, predict the reactants needed to synthesize it. The reactants are: Br[C:2]1[CH:7]=[CH:6][C:5]([C:8]([N:10]2[CH2:15][CH2:14][N:13]([C:16]3[CH:21]=[CH:20][C:19]([CH3:22])=[CH:18][C:17]=3[CH3:23])[CH2:12][CH2:11]2)=[O:9])=[C:4]([O:24][CH3:25])[CH:3]=1.[O:26]1[CH2:30][CH2:29][NH:28][C:27]1=[O:31]. (2) Given the product [CH:28]1([CH:24]2[CH2:23][N:22]([CH3:31])[CH2:21][C:20]3[CH:19]=[CH:18][C:17]([NH:6][C:5]4[CH:7]=[CH:8][C:9]([N:10]5[CH:14]=[C:13]([CH3:15])[N:12]=[CH:11]5)=[C:3]([O:2][CH3:1])[CH:4]=4)=[N:27][C:26]=3[O:25]2)[CH2:29][CH2:30]1, predict the reactants needed to synthesize it. The reactants are: [CH3:1][O:2][C:3]1[CH:4]=[C:5]([CH:7]=[CH:8][C:9]=1[N:10]1[CH:14]=[C:13]([CH3:15])[N:12]=[CH:11]1)[NH2:6].Cl[C:17]1[CH:18]=[CH:19][C:20]2[CH2:21][N:22]([CH3:31])[CH2:23][CH:24]([CH:28]3[CH2:30][CH2:29]3)[O:25][C:26]=2[N:27]=1.C1(P(C2CCCCC2)C2C=CC=CC=2C2C=CC=CC=2)CCCCC1.C(=O)([O-])[O-].[Cs+].[Cs+]. (3) Given the product [F:1][C:2]1[CH:7]=[C:6]([O:8][CH2:9][CH:10]2[CH2:15][CH2:14][N:13]([CH2:16][C:17]([F:20])([CH3:19])[CH3:18])[CH2:12][CH2:11]2)[CH:5]=[CH:4][C:3]=1[C:21]1[N:22]=[CH:23][C:24]([C:27]([OH:29])=[O:28])=[N:25][CH:26]=1, predict the reactants needed to synthesize it. The reactants are: [F:1][C:2]1[CH:7]=[C:6]([O:8][CH2:9][CH:10]2[CH2:15][CH2:14][N:13]([CH2:16][C:17]([F:20])([CH3:19])[CH3:18])[CH2:12][CH2:11]2)[CH:5]=[CH:4][C:3]=1[C:21]1[N:22]=[CH:23][C:24]([C:27]([O:29]C)=[O:28])=[N:25][CH:26]=1.O[Li].O. (4) Given the product [CH3:1][CH:2]([O:5][CH2:6][C:7]([O:9][CH3:10])=[O:8])[C:3](=[O:12])[CH3:4], predict the reactants needed to synthesize it. The reactants are: [CH3:1][CH:2]([O:5][CH2:6][C:7]([O:9][CH3:10])=[O:8])[C:3]#[CH:4].C[OH:12]. (5) Given the product [P:35]([OH:39])([OH:38])([OH:37])=[O:36].[CH2:30]([N:3]([CH2:1][CH3:2])[CH2:4][CH2:5][NH:6][C:7]([C:9]1[C:17]2[CH2:16][CH2:15][CH2:14]/[C:13](=[C:18]3/[C:19](=[O:28])[NH:20][C:21]4[C:26]/3=[CH:25][C:24]([F:27])=[CH:23][CH:22]=4)/[C:12]=2[NH:11][C:10]=1[CH3:29])=[O:8])[CH3:31], predict the reactants needed to synthesize it. The reactants are: [CH2:1]([N:3]([CH2:30][CH3:31])[CH2:4][CH2:5][NH:6][C:7]([C:9]1[C:17]2[CH2:16][CH2:15][CH2:14]/[C:13](=[C:18]3/[C:19](=[O:28])[NH:20][C:21]4[C:26]/3=[CH:25][C:24]([F:27])=[CH:23][CH:22]=4)/[C:12]=2[NH:11][C:10]=1[CH3:29])=[O:8])[CH3:2].C(#N)C.[P:35](=[O:39])([OH:38])([OH:37])[OH:36]. (6) The reactants are: [Cl:1][C:2]1[CH:3]=[C:4]([CH:25]=[CH:26][CH:27]=1)[CH2:5][C@H:6]1[CH2:11][CH2:10][CH2:9][CH2:8][N:7]1[C:12]([C:14]1[C:23]([OH:24])=[N:22][C:21]2[C:16](=[CH:17][CH:18]=[CH:19][CH:20]=2)[N:15]=1)=[O:13].C([C@H](C(N)CC1C=CC=C(Cl)C=1)C(O)=O)(OC(C)(C)C)=O. Given the product [Cl:1][C:2]1[CH:3]=[C:4]([CH:25]=[CH:26][CH:27]=1)[CH2:5][C@@H:6]1[CH2:11][CH2:10][CH2:9][CH2:8][N:7]1[C:12]([C:14]1[C:23]([OH:24])=[N:22][C:21]2[C:16](=[CH:17][CH:18]=[CH:19][CH:20]=2)[N:15]=1)=[O:13], predict the reactants needed to synthesize it.